This data is from Full USPTO retrosynthesis dataset with 1.9M reactions from patents (1976-2016). The task is: Predict the reactants needed to synthesize the given product. (1) Given the product [CH2:1]([C:3]1[C:11]2[C:6](=[C:7]([N:17]3[CH2:21][CH2:20][CH2:19][C:18]3=[O:22])[CH:8]=[C:9]([C:12]([O:14][CH2:15][CH3:16])=[O:13])[CH:10]=2)[N:5]([CH3:25])[CH:4]=1)[CH3:2], predict the reactants needed to synthesize it. The reactants are: [CH2:1]([C:3]1[C:11]2[C:6](=[C:7]([N:17]3[CH2:21][CH2:20][CH2:19][C:18]3=[O:22])[CH:8]=[C:9]([C:12]([O:14][CH2:15][CH3:16])=[O:13])[CH:10]=2)[NH:5][CH:4]=1)[CH3:2].[H-].[Na+].[CH2:25](I)C. (2) Given the product [CH3:38][N:4]([CH3:3])[C:5]1[CH:10]=[CH:9][C:8]([C:11]2[CH:12]=[CH:13][C:14]([C@@:17]3([O:35][CH3:39])[CH2:21][N:20]([C:22]([O:24][CH2:25][CH2:26][Si:27]([CH3:29])([CH3:30])[CH3:28])=[O:23])[C@H:19]([C:31]([O:33][CH3:34])=[O:32])[CH2:18]3)=[CH:15][CH:16]=2)=[C:7]([CH:36]=[CH2:37])[CH:6]=1, predict the reactants needed to synthesize it. The reactants are: [H-].[Na+].[CH3:3][N:4]([CH3:38])[C:5]1[CH:10]=[CH:9][C:8]([C:11]2[CH:16]=[CH:15][C:14]([C@@:17]3([OH:35])[CH2:21][N:20]([C:22]([O:24][CH2:25][CH2:26][Si:27]([CH3:30])([CH3:29])[CH3:28])=[O:23])[C@H:19]([C:31]([O:33][CH3:34])=[O:32])[CH2:18]3)=[CH:13][CH:12]=2)=[C:7]([CH:36]=[CH2:37])[CH:6]=1.[CH3:39]I. (3) The reactants are: [NH2:1][C:2]1[C:11]2[N:12]=[C:13]([CH3:21])[N:14]([CH2:15][CH2:16][CH2:17][C:18](=O)[CH3:19])[C:10]=2[C:9]2[CH:8]=[CH:7][CH:6]=[CH:5][C:4]=2[N:3]=1.Cl.[CH3:23][O:24][NH2:25]. Given the product [CH3:23][O:24][N:25]=[C:18]([CH2:17][CH2:16][CH2:15][N:14]1[C:10]2[C:9]3[CH:8]=[CH:7][CH:6]=[CH:5][C:4]=3[N:3]=[C:2]([NH2:1])[C:11]=2[N:12]=[C:13]1[CH3:21])[CH3:19], predict the reactants needed to synthesize it. (4) Given the product [C:23]([NH:25][C:26]1[CH:27]=[C:28]([CH:32]2[CH2:33][CH2:34][N:35]([CH2:1][C:3]3[C:4]([C:16]([O:18][CH2:19][CH3:20])=[O:17])=[C:5]([CH3:15])[N:6]([C:9]4[CH:14]=[CH:13][CH:12]=[CH:11][CH:10]=4)[C:7]=3[CH3:8])[CH2:36][CH2:37]2)[CH:29]=[CH:30][CH:31]=1)(=[O:24])[CH:22]([CH3:38])[CH3:21], predict the reactants needed to synthesize it. The reactants are: [CH:1]([C:3]1[C:4]([C:16]([O:18][CH2:19][CH3:20])=[O:17])=[C:5]([CH3:15])[N:6]([C:9]2[CH:14]=[CH:13][CH:12]=[CH:11][CH:10]=2)[C:7]=1[CH3:8])=O.[CH3:21][CH:22]([CH3:38])[C:23]([NH:25][C:26]1[CH:31]=[CH:30][CH:29]=[C:28]([CH:32]2[CH2:37][CH2:36][NH:35][CH2:34][CH2:33]2)[CH:27]=1)=[O:24]. (5) Given the product [CH2:9]([O:8][C:6]([C:4]1([C:11]([OH:13])=[O:12])[CH2:3][C:2]([F:1])([F:16])[CH2:5]1)=[O:7])[CH3:10], predict the reactants needed to synthesize it. The reactants are: [F:1][C:2]1([F:16])[CH2:5][C:4]([C:11]([O:13]CC)=[O:12])([C:6]([O:8][CH2:9][CH3:10])=[O:7])[CH2:3]1.CCO. (6) Given the product [CH2:1]([O:9][C:10]1[CH:11]=[CH:12][C:13]([N:16]2[CH2:21][CH2:20][NH:19][CH2:18][CH2:17]2)=[CH:14][CH:15]=1)[CH2:2][CH2:3][CH2:4][CH2:5][CH2:6][CH2:7][CH3:8], predict the reactants needed to synthesize it. The reactants are: [CH2:1]([O:9][C:10]1[CH:15]=[CH:14][C:13]([N:16]2[CH2:21][CH2:20][N:19](C(OC(C)(C)C)=O)[CH2:18][CH2:17]2)=[CH:12][CH:11]=1)[CH2:2][CH2:3][CH2:4][CH2:5][CH2:6][CH2:7][CH3:8].Cl. (7) Given the product [Cl:23][C:24]1[CH:29]=[CH:28][C:27]([N:30]2[C:4](=[O:6])[C:3]3[C:2](=[CH:11][C:10]([C:12]([O:14][CH3:15])=[O:13])=[CH:9][CH:8]=3)[NH:1][C:31]2=[O:32])=[CH:26][CH:25]=1, predict the reactants needed to synthesize it. The reactants are: [NH2:1][C:2]1[CH:11]=[C:10]([C:12]([O:14][CH3:15])=[O:13])[CH:9]=[CH:8][C:3]=1[C:4]([O:6]C)=O.C(N(CC)CC)C.[Cl:23][C:24]1[CH:29]=[CH:28][C:27]([N:30]=[C:31]=[O:32])=[CH:26][CH:25]=1. (8) Given the product [BrH:1].[BrH:1].[C:19]([S:20][CH2:2][C:3]1[C:8]2[S:9][C:10]3[C:15]([CH2:16][S:20][C:19](=[NH:18])[NH2:21])=[CH:14][CH:13]=[CH:12][C:11]=3[C:7]=2[CH:6]=[CH:5][CH:4]=1)(=[NH:21])[NH2:18], predict the reactants needed to synthesize it. The reactants are: [Br:1][CH2:2][C:3]1[C:8]2[S:9][C:10]3[C:15]([CH2:16]Br)=[CH:14][CH:13]=[CH:12][C:11]=3[C:7]=2[CH:6]=[CH:5][CH:4]=1.[NH2:18][C:19]([NH2:21])=[S:20]. (9) The reactants are: [C:1]([O:5][C:6]([CH3:9])([CH3:8])[CH3:7])(=[O:4])[CH:2]=[CH2:3].[N+:10]([CH:13]([CH3:15])[CH3:14])([O-])=O. Given the product [NH2:10][C:13]([CH3:15])([CH3:14])[CH2:3][CH2:2][C:1]([O:5][C:6]([CH3:9])([CH3:8])[CH3:7])=[O:4], predict the reactants needed to synthesize it. (10) Given the product [C:32]([O:13][CH2:12][C@@H:11]([C:14]1[CH:15]=[CH:16][C:17]([C:20]([F:23])([F:21])[F:22])=[CH:18][CH:19]=1)[C@H:10]([NH:24][C:25]([O:26][C:27]([CH3:30])([CH3:29])[CH3:28])=[O:31])[CH2:9][O:8][Si:1]([C:4]([CH3:6])([CH3:7])[CH3:5])([CH3:3])[CH3:2])(=[O:37])[C:33]([CH3:36])([CH3:35])[CH3:34], predict the reactants needed to synthesize it. The reactants are: [Si:1]([O:8][CH2:9][C@@H:10]([NH:24][C:25](=[O:31])[O:26][C:27]([CH3:30])([CH3:29])[CH3:28])[C@H:11]([C:14]1[CH:19]=[CH:18][C:17]([C:20]([F:23])([F:22])[F:21])=[CH:16][CH:15]=1)[CH2:12][OH:13])([C:4]([CH3:7])([CH3:6])[CH3:5])([CH3:3])[CH3:2].[C:32](Cl)(=[O:37])[C:33]([CH3:36])([CH3:35])[CH3:34].